Dataset: Reaction yield outcomes from USPTO patents with 853,638 reactions. Task: Predict the reaction yield, written as a fraction of the theoretical maximum amount of product (1.0 means a 100% yield; for example, 0.34 means a 34% yield). (1) The reactants are [C:1]([O:6][CH3:7])(=[O:5])[CH2:2][CH:3]=[CH2:4].B1C2CCCC1CCC2.[O-]P([O-])([O-])=O.[K+].[K+].[K+].FC(F)(F)S(O[C:31]1[C:32]([CH3:70])([CH3:69])[C@H:33]2[C@:46]([CH3:49])([CH2:47][CH:48]=1)[C@@H:45]1[C@:36]([CH3:68])([C@@:37]3([CH3:67])[C@H:42]([CH2:43][CH2:44]1)[C@H:41]1[C@H:50]([C:53]([CH3:55])=[CH2:54])[CH2:51][CH2:52][C@:40]1([NH:56][CH2:57][CH2:58][N:59]1[CH2:64][CH2:63][S:62](=[O:66])(=[O:65])[CH2:61][CH2:60]1)[CH2:39][CH2:38]3)[CH2:35][CH2:34]2)(=O)=O.C(Cl)Cl. The catalyst is C1COCC1.O1CCOCC1.O.C1C=CC(P(C2C=CC=CC=2)[C-]2C=CC=C2)=CC=1.C1C=CC(P(C2C=CC=CC=2)[C-]2C=CC=C2)=CC=1.Cl[Pd]Cl.[Fe+2]. The product is [O:66]=[S:62]1(=[O:65])[CH2:63][CH2:64][N:59]([CH2:58][CH2:57][NH:56][C@:40]23[CH2:52][CH2:51][C@@H:50]([C:53]([CH3:55])=[CH2:54])[C@@H:41]2[C@@H:42]2[C@@:37]([CH3:67])([CH2:38][CH2:39]3)[C@@:36]3([CH3:68])[C@@H:45]([C@:46]4([CH3:49])[C@@H:33]([CH2:34][CH2:35]3)[C:32]([CH3:69])([CH3:70])[C:31]([CH2:4][CH2:3][CH2:2][C:1]([O:6][CH3:7])=[O:5])=[CH:48][CH2:47]4)[CH2:44][CH2:43]2)[CH2:60][CH2:61]1. The yield is 0.710. (2) The reactants are [CH2:1]([C:3]1[CH:8]=[CH:7][C:6]([C:9]([N:11]2[CH2:16][CH2:15][CH:14]([C:17]([NH:19][C:20]3[CH:25]=[CH:24][C:23]([N:26]4[CH2:31][CH2:30][O:29][CH2:28][CH2:27]4)=[C:22]([F:32])[CH:21]=3)=O)[CH2:13][CH2:12]2)=O)=[CH:5][CH:4]=1)[CH3:2].[H-].[H-].[H-].[H-].[Li+].[Al+3].[OH-].[Na+].S([O-])([O-])(=O)=O.[Na+].[Na+]. The catalyst is C1COCC1.O. The product is [CH2:1]([C:3]1[CH:8]=[CH:7][C:6]([CH2:9][N:11]2[CH2:12][CH2:13][CH:14]([CH2:17][NH:19][C:20]3[CH:25]=[CH:24][C:23]([N:26]4[CH2:27][CH2:28][O:29][CH2:30][CH2:31]4)=[C:22]([F:32])[CH:21]=3)[CH2:15][CH2:16]2)=[CH:5][CH:4]=1)[CH3:2]. The yield is 0.940. (3) The reactants are [F:1][C:2]1[C:3]([NH2:17])=[N:4][C:5]([O:8][CH2:9][C:10]2[CH:15]=[CH:14][C:13]([F:16])=[CH:12][CH:11]=2)=[N:6][CH:7]=1.[C:18](=[O:21])(O)[O-].[Na+].[C:23](Cl)(Cl)=[S:24].[CH:27](Cl)(Cl)Cl. The catalyst is O. The product is [F:1][C:2]1[C:3]([NH:17][C:23](=[S:24])[O:21][CH2:18][CH3:27])=[N:4][C:5]([O:8][CH2:9][C:10]2[CH:11]=[CH:12][C:13]([F:16])=[CH:14][CH:15]=2)=[N:6][CH:7]=1. The yield is 0.110. (4) The reactants are [CH3:1][N:2]([CH3:17])[S:3]([C:6]1[C:11]([Cl:12])=[CH:10][CH:9]=[C:8]([N+:13]([O-])=O)[C:7]=1[OH:16])(=[O:5])=[O:4]. The catalyst is C(OCC)(=O)C.[Pd]. The product is [CH3:1][N:2]([CH3:17])[S:3]([C:6]1[C:11]([Cl:12])=[CH:10][CH:9]=[C:8]([NH2:13])[C:7]=1[OH:16])(=[O:5])=[O:4]. The yield is 0.980. (5) No catalyst specified. The reactants are [F:1][C:2]1[CH:9]=[C:8]([F:10])[CH:7]=[CH:6][C:3]=1[CH:4]=O.[C:11]([O:14]C(=O)C)(=[O:13])[CH3:12]. The yield is 0.770. The product is [F:1][C:2]1[CH:9]=[C:8]([F:10])[CH:7]=[CH:6][C:3]=1[CH:4]=[CH:12][C:11]([OH:14])=[O:13]. (6) The reactants are [CH3:1][C:2]([CH3:47])([CH3:46])[C@H:3]([NH:32][C:33](=[O:45])[C@@H:34]([N:36]([CH3:44])[C:37](=[O:43])[O:38][C:39]([CH3:42])([CH3:41])[CH3:40])[CH3:35])[C:4]([N:6]1[C@H:15]([C:16](=[O:28])[NH:17][C@H:18]2[C:27]3[C:22](=[CH:23][CH:24]=[CH:25][CH:26]=3)[CH2:21][CH2:20][CH2:19]2)[CH2:14][C:13]2[C:8](=[CH:9][C:10]([N+:29]([O-])=O)=[CH:11][CH:12]=2)[CH2:7]1)=[O:5]. The catalyst is CO.[Pd]. The product is [NH2:29][C:10]1[CH:9]=[C:8]2[C:13]([CH2:14][C@@H:15]([C:16](=[O:28])[NH:17][C@H:18]3[C:27]4[C:22](=[CH:23][CH:24]=[CH:25][CH:26]=4)[CH2:21][CH2:20][CH2:19]3)[N:6]([C:4](=[O:5])[C@@H:3]([NH:32][C:33](=[O:45])[C@@H:34]([N:36]([CH3:44])[C:37](=[O:43])[O:38][C:39]([CH3:41])([CH3:42])[CH3:40])[CH3:35])[C:2]([CH3:1])([CH3:46])[CH3:47])[CH2:7]2)=[CH:12][CH:11]=1. The yield is 0.920. (7) The reactants are [C:1]([C:7]1[N:11]2[N:12]=[C:13]([NH:16][CH2:17][C:18]3[CH:23]=[CH:22][CH:21]=[CH:20][N:19]=3)[CH:14]=[CH:15][C:10]2=[N:9][CH:8]=1)#[C:2][CH2:3][CH2:4][CH2:5][CH3:6].[ClH:24]. The catalyst is C(O)C.[Pd].CCOCC. The product is [ClH:24].[CH2:1]([C:7]1[N:11]2[N:12]=[C:13]([NH:16][CH2:17][C:18]3[CH:23]=[CH:22][CH:21]=[CH:20][N:19]=3)[CH:14]=[CH:15][C:10]2=[N:9][CH:8]=1)[CH2:2][CH2:3][CH2:4][CH2:5][CH3:6]. The yield is 0.410.